From a dataset of NCI-60 drug combinations with 297,098 pairs across 59 cell lines. Regression. Given two drug SMILES strings and cell line genomic features, predict the synergy score measuring deviation from expected non-interaction effect. (1) Drug 1: C1C(C(OC1N2C=C(C(=O)NC2=O)F)CO)O. Drug 2: CCN(CC)CCCC(C)NC1=C2C=C(C=CC2=NC3=C1C=CC(=C3)Cl)OC. Cell line: SNB-19. Synergy scores: CSS=34.5, Synergy_ZIP=-10.5, Synergy_Bliss=0.00899, Synergy_Loewe=-0.864, Synergy_HSA=1.99. (2) Drug 1: C1=NC2=C(N1)C(=S)N=CN2. Drug 2: C1C(C(OC1N2C=NC(=NC2=O)N)CO)O. Cell line: UO-31. Synergy scores: CSS=19.7, Synergy_ZIP=-1.29, Synergy_Bliss=4.26, Synergy_Loewe=0.596, Synergy_HSA=2.89. (3) Drug 1: CN(C)C1=NC(=NC(=N1)N(C)C)N(C)C. Drug 2: C1=NC2=C(N1)C(=S)N=CN2. Cell line: HL-60(TB). Synergy scores: CSS=18.1, Synergy_ZIP=-8.52, Synergy_Bliss=-10.8, Synergy_Loewe=-40.6, Synergy_HSA=-13.7. (4) Cell line: RXF 393. Drug 2: CC1=C(C=C(C=C1)NC(=O)C2=CC=C(C=C2)CN3CCN(CC3)C)NC4=NC=CC(=N4)C5=CN=CC=C5. Synergy scores: CSS=5.33, Synergy_ZIP=-3.82, Synergy_Bliss=-5.43, Synergy_Loewe=3.03, Synergy_HSA=-2.42. Drug 1: CCC(=C(C1=CC=CC=C1)C2=CC=C(C=C2)OCCN(C)C)C3=CC=CC=C3.C(C(=O)O)C(CC(=O)O)(C(=O)O)O. (5) Drug 1: C1CN1P(=S)(N2CC2)N3CC3. Drug 2: CC1=C(C(=O)C2=C(C1=O)N3CC4C(C3(C2COC(=O)N)OC)N4)N. Cell line: SK-OV-3. Synergy scores: CSS=22.7, Synergy_ZIP=-7.04, Synergy_Bliss=0.271, Synergy_Loewe=-24.4, Synergy_HSA=0.0700.